This data is from Full USPTO retrosynthesis dataset with 1.9M reactions from patents (1976-2016). The task is: Predict the reactants needed to synthesize the given product. (1) Given the product [F:42][C:24]([F:23])([F:41])[C:25]1[C:29]2[CH2:30][NH:31][CH2:32][CH2:33][C:28]=2[N:27]([CH2:2][C:3]2[CH:4]=[C:5]3[C:9](=[CH:10][CH:11]=2)[CH2:8][C@@H:7]([NH:12][S:13]([CH:16]([CH3:18])[CH3:17])(=[O:15])=[O:14])[CH2:6]3)[N:26]=1, predict the reactants needed to synthesize it. The reactants are: O[CH2:2][C:3]1[CH:4]=[C:5]2[C:9](=[CH:10][CH:11]=1)[CH2:8][C@@H:7]([NH:12][S:13]([CH:16]([CH3:18])[CH3:17])(=[O:15])=[O:14])[CH2:6]2.S(Cl)(Cl)=O.[F:23][C:24]([F:42])([F:41])[C:25]1[C:29]2[CH2:30][N:31](C(OC(C)(C)C)=O)[CH2:32][CH2:33][C:28]=2[NH:27][N:26]=1.C(=O)([O-])[O-].[K+].[K+]. (2) Given the product [Cl:28][C:24](=[N:11][NH:4][C:3]1[CH:5]=[CH:6][C:7]([Cl:9])=[CH:8][C:2]=1[Cl:1])[C:23]([O:22][CH2:20][CH3:21])=[O:29], predict the reactants needed to synthesize it. The reactants are: [Cl:1][C:2]1[CH:8]=[C:7]([Cl:9])[CH:6]=[CH:5][C:3]=1[NH2:4].Cl.[N:11]([O-])=O.[Na+].CC([O-])=O.[Na+].[CH2:20]([O:22][C:23](=[O:29])[CH:24]([Cl:28])C(=O)C)[CH3:21]. (3) Given the product [CH3:8][O:7][C:5](=[O:6])[C:4]1[CH:3]=[C:2]([NH:1][C:5](=[O:6])[C:4]2[CH:9]=[CH:10][C:19]([CH2:18][Cl:20])=[CH:2][CH:3]=2)[CH:11]=[CH:10][C:9]=1[CH3:12], predict the reactants needed to synthesize it. The reactants are: [NH2:1][C:2]1[CH:3]=[C:4]([C:9]([CH3:12])=[CH:10][CH:11]=1)[C:5]([O:7][CH3:8])=[O:6].C(N([CH2:18][CH3:19])CC)C.[Cl-:20]. (4) Given the product [ClH:30].[CH3:23][O:22][C:21]1[C:24]([O:25][CH3:26])=[CH:27][C:28]2[CH2:19][C:18]3[C:14]4[C:5](=[CH:4][C:3]5[O:2][CH2:1][O:17][C:16]=5[CH:15]=4)[CH:6]=[N:7][C:8]=3[C:9]=2[CH:20]=1, predict the reactants needed to synthesize it. The reactants are: [CH2:1]1[O:17][C:16]2[CH:15]=[CH:14][C:5]([CH2:6][NH:7][CH2:8][CH:9](OC)OC)=[CH:4][C:3]=2[O:2]1.[CH:18](=O)[C:19]1[CH:28]=[CH:27][C:24]([O:25][CH3:26])=[C:21]([O:22][CH3:23])[CH:20]=1.[ClH:30]. (5) Given the product [Cl:1][C:2]1[C:11]2[C:6](=[CH:7][CH:8]=[CH:9][CH:10]=2)[CH:5]=[C:4]([CH3:12])[C:3]=1[C@H:13]([OH:16])[CH2:14][O:15][C:23]([C:24]1[CH:29]=[CH:28][CH:27]=[CH:26][CH:25]=1)([C:36]1[CH:37]=[CH:38][CH:39]=[CH:40][CH:41]=1)[C:30]1[CH:31]=[CH:32][CH:33]=[CH:34][CH:35]=1, predict the reactants needed to synthesize it. The reactants are: [Cl:1][C:2]1[C:11]2[C:6](=[CH:7][CH:8]=[CH:9][CH:10]=2)[CH:5]=[C:4]([CH3:12])[C:3]=1[C@H:13]([OH:16])[CH2:14][OH:15].N1C=CC=CC=1.[C:23](Cl)([C:36]1[CH:41]=[CH:40][CH:39]=[CH:38][CH:37]=1)([C:30]1[CH:35]=[CH:34][CH:33]=[CH:32][CH:31]=1)[C:24]1[CH:29]=[CH:28][CH:27]=[CH:26][CH:25]=1. (6) Given the product [F:36][C:37]([F:48])([F:47])[C:38]([NH:1][C@@H:2]([CH3:28])[C@H:3]([O:4][C:5]1[CH:6]=[C:7]2[C:11](=[CH:12][CH:13]=1)[N:10]([C:14]1[CH:19]=[CH:18][CH:17]=[C:16]([CH2:20][OH:21])[CH:15]=1)[N:9]=[CH:8]2)[C:22]1[CH:27]=[CH:26][CH:25]=[CH:24][CH:23]=1)=[O:39], predict the reactants needed to synthesize it. The reactants are: [NH2:1][C@@H:2]([CH3:28])[C@@H:3]([C:22]1[CH:27]=[CH:26][CH:25]=[CH:24][CH:23]=1)[O:4][C:5]1[CH:6]=[C:7]2[C:11](=[CH:12][CH:13]=1)[N:10]([C:14]1[CH:15]=[C:16]([CH2:20][OH:21])[CH:17]=[CH:18][CH:19]=1)[N:9]=[CH:8]2.C(N(CC)CC)C.[F:36][C:37]([F:48])([F:47])[C:38](O[C:38](=[O:39])[C:37]([F:48])([F:47])[F:36])=[O:39]. (7) Given the product [CH2:1]([O:8][N:9]1[C:14]2[N:15]=[CH:16][N:17]=[C:18]([CH3:19])[C:13]=2[C:12]([NH:20][CH2:21][C:22]2[CH:23]=[CH:24][C:25]([OH:28])=[CH:26][CH:27]=2)=[CH:11][C:10]1=[O:32])[C:2]1[CH:7]=[CH:6][CH:5]=[CH:4][CH:3]=1, predict the reactants needed to synthesize it. The reactants are: [CH2:1]([O:8][N:9]1[C:14]2[N:15]=[CH:16][N:17]=[C:18]([CH3:19])[C:13]=2[C:12]([NH:20][CH2:21][C:22]2[CH:27]=[CH:26][C:25]([O:28]COC)=[CH:24][CH:23]=2)=[CH:11][C:10]1=[O:32])[C:2]1[CH:7]=[CH:6][CH:5]=[CH:4][CH:3]=1.C(OCC)(=O)C.C(=O)(O)[O-].[Na+].